From a dataset of Reaction yield outcomes from USPTO patents with 853,638 reactions. Predict the reaction yield, written as a fraction of the theoretical maximum amount of product (1.0 means a 100% yield; for example, 0.34 means a 34% yield). (1) The reactants are O=[C:2]1[CH2:7][CH2:6][CH:5]([N:8]2[C:13](=[O:14])[C:12]([CH2:15][C:16]3[CH:21]=[CH:20][C:19]([C:22]4[CH:27]=[CH:26][CH:25]=[CH:24][C:23]=4[C:28]4[NH:32][C:31](=[O:33])[O:30][N:29]=4)=[CH:18][CH:17]=3)=[C:11]([CH2:34][CH2:35][CH3:36])[N:10]3[N:37]=[CH:38][N:39]=[C:9]23)[CH2:4][CH2:3]1.[NH2:40][O:41][CH2:42][C:43]([CH3:46])([OH:45])[CH3:44].N1C=CC=CC=1.Cl. The catalyst is O.C(OCC)(=O)C. The product is [OH:45][C:43]([CH3:46])([CH3:44])[CH2:42][O:41][N:40]=[C:2]1[CH2:3][CH2:4][CH:5]([N:8]2[C:13](=[O:14])[C:12]([CH2:15][C:16]3[CH:17]=[CH:18][C:19]([C:22]4[CH:27]=[CH:26][CH:25]=[CH:24][C:23]=4[C:28]4[NH:32][C:31](=[O:33])[O:30][N:29]=4)=[CH:20][CH:21]=3)=[C:11]([CH2:34][CH2:35][CH3:36])[N:10]3[N:37]=[CH:38][N:39]=[C:9]23)[CH2:6][CH2:7]1. The yield is 0.630. (2) The reactants are [CH3:1][O:2][C:3]1[CH:25]=[CH:24][C:23]([O:26][CH3:27])=[CH:22][C:4]=1[C:5](=[O:21])[CH:6]=[CH:7][C:8]1[CH:13]=[CH:12][C:11]([O:14]C2CCCCO2)=[CH:10][CH:9]=1.C1(C)C=CC(S(O)(=O)=O)=CC=1. The catalyst is CO. The product is [CH3:1][O:2][C:3]1[CH:25]=[CH:24][C:23]([O:26][CH3:27])=[CH:22][C:4]=1[C:5](=[O:21])[CH:6]=[CH:7][C:8]1[CH:9]=[CH:10][C:11]([OH:14])=[CH:12][CH:13]=1. The yield is 0.480. (3) The yield is 0.410. The product is [C:36]([C:35]1[CH:38]=[CH:39][C:32]([C:24]2[CH:25]=[C:26]3[N:31]([CH2:14][C:10]4([F:13])[CH2:11][CH2:12][N:8]([C:1]([O:3][C:4]([CH3:7])([CH3:6])[CH3:5])=[O:2])[CH2:9]4)[CH:30]=[CH:29][C:27]3=[N:28][C:23]=2[C:20]2[CH:21]=[CH:22][C:17]([CH3:16])=[CH:18][CH:19]=2)=[CH:33][CH:34]=1)#[N:37]. The reactants are [C:1]([N:8]1[CH2:12][CH2:11][C:10]([CH2:14]Br)([F:13])[CH2:9]1)([O:3][C:4]([CH3:7])([CH3:6])[CH3:5])=[O:2].[CH3:16][C:17]1[CH:22]=[CH:21][C:20]([C:23]2[N:28]=[C:27]3[CH:29]=[CH:30][NH:31][C:26]3=[CH:25][C:24]=2[C:32]2[CH:39]=[CH:38][C:35]([C:36]#[N:37])=[CH:34][CH:33]=2)=[CH:19][CH:18]=1. No catalyst specified.